Dataset: Forward reaction prediction with 1.9M reactions from USPTO patents (1976-2016). Task: Predict the product of the given reaction. Given the reactants Cl.C(N=C=NCCCN(C)C)C.[Cl:13][CH2:14][C:15]1[CH:23]=[CH:22][C:18]([C:19]([OH:21])=O)=[CH:17][CH:16]=1.Cl.[CH3:25][O:26][C:27]([C:29]1([NH2:35])[CH2:34][CH2:33][CH2:32][CH2:31][CH2:30]1)=[O:28].C(N(CC)CC)C.ON1C2C=CC=CC=2N=N1, predict the reaction product. The product is: [CH3:25][O:26][C:27]([C:29]1([NH:35][C:19]([C:18]2[CH:17]=[CH:16][C:15]([CH2:14][Cl:13])=[CH:23][CH:22]=2)=[O:21])[CH2:30][CH2:31][CH2:32][CH2:33][CH2:34]1)=[O:28].